From a dataset of Full USPTO retrosynthesis dataset with 1.9M reactions from patents (1976-2016). Predict the reactants needed to synthesize the given product. (1) Given the product [C:16]([O:20][C:21]([N:23]1[CH2:28][CH2:27][CH:26]([O:29][C:30]2[CH:35]=[CH:34][CH:33]=[CH:32][C:31]=2[C:36]([OH:6])=[O:37])[CH:25]([C:38]([F:41])([F:39])[F:40])[CH2:24]1)=[O:22])([CH3:19])([CH3:17])[CH3:18], predict the reactants needed to synthesize it. The reactants are: Cl([O-])=O.[Na+].P([O-])(O)(O)=[O:6].[Na+].CC(=CC)C.[C:16]([O:20][C:21]([N:23]1[CH2:28][CH2:27][CH:26]([O:29][C:30]2[CH:35]=[CH:34][CH:33]=[CH:32][C:31]=2[CH:36]=[O:37])[CH:25]([C:38]([F:41])([F:40])[F:39])[CH2:24]1)=[O:22])([CH3:19])([CH3:18])[CH3:17]. (2) Given the product [C:18]([N:22]1[C:13](=[O:15])[C:12]2[C:3](=[N:4][C:5]3[CH:6]=[CH:7][CH:8]=[CH:9][C:10]=3[C:11]=2[Cl:17])[CH2:2]1)([CH3:21])([CH3:20])[CH3:19], predict the reactants needed to synthesize it. The reactants are: Br[CH2:2][C:3]1[C:12]([C:13]([O:15]C)=O)=[C:11]([Cl:17])[C:10]2[C:5](=[CH:6][CH:7]=[CH:8][CH:9]=2)[N:4]=1.[C:18]([NH2:22])([CH3:21])([CH3:20])[CH3:19]. (3) Given the product [Cl:1][C:2]1[CH:3]=[C:4]([N:9]2[CH2:14][CH2:13][N:12]([CH:2]([CH2:3][CH3:4])[CH2:7][CH3:6])[CH2:11][CH2:10]2)[CH:5]=[CH:6][C:7]=1[Cl:8], predict the reactants needed to synthesize it. The reactants are: [Cl:1][C:2]1[CH:3]=[C:4]([N:9]2[CH2:14][CH2:13][NH:12][CH2:11][CH2:10]2)[CH:5]=[CH:6][C:7]=1[Cl:8]. (4) Given the product [F:25][C:15]1[C:16]([F:24])=[C:17]([O:22][CH3:23])[C:18]([F:21])=[C:19]([F:20])[C:14]=1[CH2:13][CH:12]1[C:4]2=[N:5][C:6]3[CH:11]=[CH:10][CH:9]=[CH:8][C:7]=3[N:3]2[C:27](=[O:28])[NH:26]1, predict the reactants needed to synthesize it. The reactants are: N#N.[NH:3]1[C:7]2[CH:8]=[CH:9][CH:10]=[CH:11][C:6]=2[N:5]=[C:4]1[CH:12]([NH2:26])[CH2:13][C:14]1[C:19]([F:20])=[C:18]([F:21])[C:17]([O:22][CH3:23])=[C:16]([F:24])[C:15]=1[F:25].[C:27](N1C=CN=C1)(N1C=CN=C1)=[O:28].O. (5) Given the product [F:1][C:2]1[CH:3]=[C:4]2[C:9](=[C:10]([NH2:12])[CH:11]=1)[N:8]=[CH:7][CH:6]=[CH:5]2, predict the reactants needed to synthesize it. The reactants are: [F:1][C:2]1[CH:3]=[C:4]2[C:9](=[C:10]([N+:12]([O-])=O)[CH:11]=1)[N:8]=[CH:7][CH:6]=[CH:5]2.[Sn](Cl)Cl. (6) Given the product [Si:24]([O:31][C@H:32]([CH2:39][CH:1]=[CH2:2])[CH2:33][C:34]([O:36][CH2:37][CH3:38])=[O:35])([C:27]([CH3:30])([CH3:29])[CH3:28])([CH3:26])[CH3:25], predict the reactants needed to synthesize it. The reactants are: [CH:1]([Mg]Cl)=[CH2:2].CN1C(=O)N(C)CCC1.P(OCC)(OCC)OCC.[Si:24]([O:31][C@H:32]([CH2:39]I)[CH2:33][C:34]([O:36][CH2:37][CH3:38])=[O:35])([C:27]([CH3:30])([CH3:29])[CH3:28])([CH3:26])[CH3:25]. (7) Given the product [C:46]([NH:50][C:24]([CH2:23][CH2:22][CH2:21][C:20]([NH:19][C@H:18]([C:28]1[N:29]([CH2:41][CH2:42][CH2:43][CH3:44])[CH:30]=[C:31]([C:33]2[CH:38]=[CH:37][C:36]([Cl:39])=[CH:35][C:34]=2[Cl:40])[N:32]=1)[CH2:17][C:14]1[CH:15]=[CH:16][C:11]([O:10][C:7]2[CH:8]=[CH:9][C:4]([C:3]([OH:2])=[O:45])=[CH:5][CH:6]=2)=[CH:12][CH:13]=1)=[O:27])=[O:25])([CH3:49])([CH3:48])[CH3:47], predict the reactants needed to synthesize it. The reactants are: C[O:2][C:3](=[O:45])[C:4]1[CH:9]=[CH:8][C:7]([O:10][C:11]2[CH:16]=[CH:15][C:14]([CH2:17][C@@H:18]([C:28]3[N:29]([CH2:41][CH2:42][CH2:43][CH3:44])[CH:30]=[C:31]([C:33]4[CH:38]=[CH:37][C:36]([Cl:39])=[CH:35][C:34]=4[Cl:40])[N:32]=3)[NH:19][C:20](=[O:27])[CH2:21][CH2:22][CH2:23][C:24](O)=[O:25])=[CH:13][CH:12]=2)=[CH:6][CH:5]=1.[C:46]([NH2:50])([CH3:49])([CH3:48])[CH3:47].